From a dataset of Peptide-MHC class I binding affinity with 185,985 pairs from IEDB/IMGT. Regression. Given a peptide amino acid sequence and an MHC pseudo amino acid sequence, predict their binding affinity value. This is MHC class I binding data. (1) The peptide sequence is TIDKSSPLY. The binding affinity (normalized) is 0. The MHC is HLA-A33:01 with pseudo-sequence HLA-A33:01. (2) The peptide sequence is AAIDLSHFL. The MHC is HLA-A03:01 with pseudo-sequence HLA-A03:01. The binding affinity (normalized) is 0. (3) The peptide sequence is QRSTLERTSKASLER. The MHC is HLA-A23:01 with pseudo-sequence HLA-A23:01. The binding affinity (normalized) is 0.00638. (4) The peptide sequence is SSLAHGHTA. The MHC is H-2-Kb with pseudo-sequence H-2-Kb. The binding affinity (normalized) is 0.